From a dataset of Forward reaction prediction with 1.9M reactions from USPTO patents (1976-2016). Predict the product of the given reaction. (1) Given the reactants O1CCOCC1.[ClH:7].C(OC([NH:15][C:16]1[CH:21]=[CH:20][C:19]([CH2:22][CH2:23][N:24]2[CH2:29][CH2:28][CH:27]([CH2:30][C:31]3[CH:36]=[C:35]([O:37][CH3:38])[CH:34]=[CH:33][C:32]=3[Br:39])[CH2:26][CH2:25]2)=[CH:18][CH:17]=1)=O)(C)(C)C, predict the reaction product. The product is: [ClH:7].[NH2:15][C:16]1[CH:17]=[CH:18][C:19]([CH2:22][CH2:23][N:24]2[CH2:25][CH2:26][CH:27]([CH2:30][C:31]3[CH:36]=[C:35]([O:37][CH3:38])[CH:34]=[CH:33][C:32]=3[Br:39])[CH2:28][CH2:29]2)=[CH:20][CH:21]=1. (2) Given the reactants [CH:1]1[CH:6]=[C:5]([C:7]([C:17]2[CH:22]=[C:21]([I:23])[C:20]([O-:24])=[C:19]([I:25])[CH:18]=2)=[C:8]2[CH:14]=[C:13]([I:15])[C:11](=[O:12])[C:10]([I:16])=[CH:9]2)[C:4]([C:26]([O-:28])=[O:27])=[CH:3][CH:2]=1.[Na+:29].[Na+].[C:31]([C:33]1[CH:34]=[C:35]([CH:42]=[CH:43][CH:44]=1)[CH2:36][C@@H:37]([C:39]([OH:41])=O)[NH2:38])#[N:32].[CH2:45]([O:47][C:48]([N:50]1[CH2:55][CH2:54][NH:53][CH2:52][CH2:51]1)=[O:49])[CH3:46].ON1C2C=CC=CC=2N=N1.C1(N=C=NC2CCCCC2)CCCCC1, predict the reaction product. The product is: [CH:1]1[CH:6]=[C:5]([C:7]([C:8]2[CH:9]=[C:10]([I:16])[C:11]([O-:12])=[C:13]([I:15])[CH:14]=2)=[C:17]2[CH:18]=[C:19]([I:25])[C:20](=[O:24])[C:21]([I:23])=[CH:22]2)[C:4]([C:26]([O-:28])=[O:27])=[CH:3][CH:2]=1.[Na+:29].[Na+:29].[CH2:45]([O:47][C:48]([N:50]1[CH2:51][CH2:52][N:53]([C:39](=[O:41])[C@H:37]([CH2:36][C:35]2[CH:42]=[CH:43][CH:44]=[C:33]([C:31]#[N:32])[CH:34]=2)[NH2:38])[CH2:54][CH2:55]1)=[O:49])[CH3:46]. (3) Given the reactants [F:1][C:2]([F:7])([F:6])[C:3]([OH:5])=[O:4].N[C@@H]1CCN(C2N=C3C(N=CN3[C@@H]3C[C@H](NC(=O)COCC4C=CC=CC=4)[C@@H](O)[C@H]3O)=C(NCC(C3C=CC=CC=3)C3C=CC=CC=3)N=2)C1.Cl[C:58]1[N:66]=[C:65]2[C:61]([N:62]=[CH:63][N:64]2[C@@H:67]2[CH2:71][C@H:70]([NH:72][C:73]([CH:75]3[CH2:78][CH2:77][CH2:76]3)=[O:74])[C@@H:69]([OH:79])[C@H:68]2[OH:80])=[C:60]([NH:81][CH2:82][CH:83]([C:90]2[CH:95]=[CH:94][CH:93]=[CH:92][CH:91]=2)[C:84]2[CH:89]=[CH:88][CH:87]=[CH:86][CH:85]=2)[N:59]=1.[CH2:96]([N:103]1[CH2:107][CH2:106][C@@H:105]([NH2:108])[CH2:104]1)[C:97]1[CH:102]=[CH:101][CH:100]=[CH:99][CH:98]=1, predict the reaction product. The product is: [F:1][C:2]([F:7])([F:6])[C:3]([OH:5])=[O:4].[CH2:96]([N:103]1[CH2:107][CH2:106][C@@H:105]([NH:108][C:58]2[N:66]=[C:65]3[C:61]([N:62]=[CH:63][N:64]3[C@@H:67]3[CH2:71][C@H:70]([NH:72][C:73]([CH:75]4[CH2:78][CH2:77][CH2:76]4)=[O:74])[C@@H:69]([OH:79])[C@H:68]3[OH:80])=[C:60]([NH:81][CH2:82][CH:83]([C:84]3[CH:85]=[CH:86][CH:87]=[CH:88][CH:89]=3)[C:90]3[CH:91]=[CH:92][CH:93]=[CH:94][CH:95]=3)[N:59]=2)[CH2:104]1)[C:97]1[CH:98]=[CH:99][CH:100]=[CH:101][CH:102]=1. (4) Given the reactants Cl[C:2]1[C:7]([N+:8]([O-:10])=[O:9])=[CH:6][C:5]([C:11]([F:14])([F:13])[F:12])=[CH:4][C:3]=1[N+:15]([O-:17])=[O:16].[CH3:18][N:19](C=O)C.CN, predict the reaction product. The product is: [N+:15]([C:3]1[CH:4]=[C:5]([C:11]([F:14])([F:13])[F:12])[CH:6]=[C:7]([N+:8]([O-:10])=[O:9])[C:2]=1[NH:19][CH3:18])([O-:17])=[O:16]. (5) Given the reactants Cl[C:2]1[N:7]=[C:6]([C:8]2[CH:9]=[CH:10][C:11]([F:29])=[C:12]([CH:28]=2)[CH2:13][N:14]2[CH2:19][CH2:18][N:17](C(OC(C)(C)C)=O)[CH2:16][C@@H:15]2[CH3:27])[CH:5]=[CH:4][N:3]=1.[NH2:30][CH2:31][CH2:32][C:33]1[CH:38]=[CH:37][C:36]([OH:39])=[CH:35][CH:34]=1, predict the reaction product. The product is: [F:29][C:11]1[CH:10]=[CH:9][C:8]([C:6]2[CH:5]=[CH:4][N:3]=[C:2]([NH:30][CH2:31][CH2:32][C:33]3[CH:38]=[CH:37][C:36]([OH:39])=[CH:35][CH:34]=3)[N:7]=2)=[CH:28][C:12]=1[CH2:13][N:14]1[CH2:19][CH2:18][NH:17][CH2:16][C@@H:15]1[CH3:27].